Dataset: Full USPTO retrosynthesis dataset with 1.9M reactions from patents (1976-2016). Task: Predict the reactants needed to synthesize the given product. (1) Given the product [CH:10]([N:23]1[CH2:26][C:25]2([C:29](=[O:30])[NH:9][C:4](=[O:7])[NH:8]2)[CH2:24]1)([C:17]1[CH:22]=[CH:21][CH:20]=[CH:19][CH:18]=1)[C:11]1[CH:16]=[CH:15][CH:14]=[CH:13][CH:12]=1, predict the reactants needed to synthesize it. The reactants are: [C-]#N.[K+].[C:4](=[O:7])([O-])[O-].[NH4+:8].[NH4+:9].[CH:10]([N:23]1[CH2:26][C:25](=O)[CH2:24]1)([C:17]1[CH:22]=[CH:21][CH:20]=[CH:19][CH:18]=1)[C:11]1[CH:16]=[CH:15][CH:14]=[CH:13][CH:12]=1.C[CH2:29][OH:30].O. (2) Given the product [CH3:27][O:1][CH:2]1[C:6]2([CH2:11][CH2:10][N:9]([C:12]([O:14][C:15]([CH3:16])([CH3:17])[CH3:18])=[O:13])[CH2:8][CH2:7]2)[C:5](=[O:19])[N:4]([C:20]2[CH2:21][O:22][C:23](=[O:25])[CH:24]=2)[CH2:3]1, predict the reactants needed to synthesize it. The reactants are: [OH:1][CH:2]1[C:6]2([CH2:11][CH2:10][N:9]([C:12]([O:14][C:15]([CH3:18])([CH3:17])[CH3:16])=[O:13])[CH2:8][CH2:7]2)[C:5](=[O:19])[N:4]([C:20]2[CH2:21][O:22][C:23](=[O:25])[CH:24]=2)[CH2:3]1.I[CH3:27].[Al]. (3) The reactants are: [Br:1][C:2]1[CH:7]=[CH:6][C:5]([CH:8]([CH3:10])[CH3:9])=[CH:4][C:3]=1[O:11][CH3:12].[Br:13][C:14]1[CH:19]=[CH:18][C:17]([O:20][CH3:21])=[CH:16][C:15]=1[CH:22]([CH3:24])[CH3:23].Cl[CH:26](Cl)[O:27]C.Cl. Given the product [Br:1][C:2]1[C:3]([O:11][CH3:12])=[CH:4][C:5]([CH:8]([CH3:10])[CH3:9])=[C:6]([CH:7]=1)[CH:17]=[O:20].[Br:13][C:14]1[C:15]([CH:22]([CH3:24])[CH3:23])=[CH:16][C:17]([O:20][CH3:21])=[C:18]([CH:19]=1)[CH:26]=[O:27], predict the reactants needed to synthesize it. (4) Given the product [NH2:10][CH2:11][C:12]1[O:13][C:14]([C:17]2[CH:18]=[C:19]([NH:23][C:24]([N:26]3[C@@H:32]4[CH2:33][N:29]([CH2:30][CH2:31]4)[C:28]4[CH:34]=[CH:35][C:36]([C:38]5[CH:43]=[CH:42][CH:41]=[C:40]([C:44]([F:47])([F:46])[F:45])[CH:39]=5)=[N:37][C:27]3=4)=[O:25])[CH:20]=[CH:21][CH:22]=2)=[CH:15][N:16]=1, predict the reactants needed to synthesize it. The reactants are: C(OC(=O)[NH:10][CH2:11][C:12]1[O:13][C:14]([C:17]2[CH:22]=[CH:21][CH:20]=[C:19]([NH:23][C:24]([N:26]3[C@@H:32]4[CH2:33][N:29]([CH2:30][CH2:31]4)[C:28]4[CH:34]=[CH:35][C:36]([C:38]5[CH:43]=[CH:42][CH:41]=[C:40]([C:44]([F:47])([F:46])[F:45])[CH:39]=5)=[N:37][C:27]3=4)=[O:25])[CH:18]=2)=[CH:15][N:16]=1)C1C=CC=CC=1. (5) Given the product [N:7]1[C:8]2[CH2:19][CH2:18][CH2:17][CH2:16][C:21]=2[N:12]=[CH:13][C:9]=1[C:10]([OH:11])=[O:25], predict the reactants needed to synthesize it. The reactants are: [Li]CCCC.C[N:7]([CH2:9][CH2:10][OH:11])[CH3:8].[N:12]1[C:21]2C[CH2:19][CH2:18][CH2:17][C:16]=2N=C[CH:13]=1.Cl.C([O:25]CC)C. (6) Given the product [CH3:69][Si:66]([CH3:67])([CH3:68])[CH2:65][CH2:64][O:63][CH2:62][N:30]([CH2:29][O:28][CH2:27][CH2:26][Si:25]([CH3:24])([CH3:71])[CH3:70])[C:31]1[N:36]2[N:37]=[CH:38][C:39]([C:40]3[CH:41]=[N:42][C:43]([C:4]4[CH:5]=[CH:6][C:7]([O:8][CH3:9])=[C:2]([F:1])[CH:3]=4)=[CH:44][CH:45]=3)=[C:35]2[N:34]=[C:33]([CH:47]2[CH2:53][CH:52]3[N:54]([C:55]([O:57][C:58]([CH3:61])([CH3:60])[CH3:59])=[O:56])[CH:49]([CH2:50][CH2:51]3)[CH2:48]2)[CH:32]=1, predict the reactants needed to synthesize it. The reactants are: [F:1][C:2]1[CH:3]=[C:4](B(O)O)[CH:5]=[CH:6][C:7]=1[O:8][CH3:9].[O-]P([O-])([O-])=O.[K+].[K+].[K+].C(Cl)Cl.[CH3:24][Si:25]([CH3:71])([CH3:70])[CH2:26][CH2:27][O:28][CH2:29][N:30]([CH2:62][O:63][CH2:64][CH2:65][Si:66]([CH3:69])([CH3:68])[CH3:67])[C:31]1[N:36]2[N:37]=[CH:38][C:39]([C:40]3[CH:41]=[N:42][C:43](Cl)=[CH:44][CH:45]=3)=[C:35]2[N:34]=[C:33]([CH:47]2[CH2:53][CH:52]3[N:54]([C:55]([O:57][C:58]([CH3:61])([CH3:60])[CH3:59])=[O:56])[CH:49]([CH2:50][CH2:51]3)[CH2:48]2)[CH:32]=1.